This data is from Blood-brain barrier permeability classification from the B3DB database. The task is: Regression/Classification. Given a drug SMILES string, predict its absorption, distribution, metabolism, or excretion properties. Task type varies by dataset: regression for continuous measurements (e.g., permeability, clearance, half-life) or binary classification for categorical outcomes (e.g., BBB penetration, CYP inhibition). Dataset: b3db_classification. (1) The result is 0 (does not penetrate BBB). The molecule is CCN(CC)CC#CCOC(=O)C(O)(c1ccccc1)C1CCCCC1. (2) The drug is OCc1cc(C(O)CNCCCCCCOCCCCc2ccccc2)ccc1O. The result is 0 (does not penetrate BBB).